From a dataset of Forward reaction prediction with 1.9M reactions from USPTO patents (1976-2016). Predict the product of the given reaction. (1) Given the reactants [CH2:1]([N:8]([CH2:19][C@H:20]1[CH2:24][CH2:23][N:22](C(OC(C)(C)C)=O)[CH2:21]1)[C:9]([O:11][CH2:12][C:13]1[CH:18]=[CH:17][CH:16]=[CH:15][CH:14]=1)=[O:10])[C:2]1[CH:7]=[CH:6][CH:5]=[CH:4][CH:3]=1.C(Cl)(=O)C, predict the reaction product. The product is: [NH:22]1[CH2:23][CH2:24][C@H:20]([CH2:19][N:8]([CH2:1][C:2]2[CH:3]=[CH:4][CH:5]=[CH:6][CH:7]=2)[C:9](=[O:10])[O:11][CH2:12][C:13]2[CH:14]=[CH:15][CH:16]=[CH:17][CH:18]=2)[CH2:21]1. (2) Given the reactants Cl[CH2:2][O:3][CH2:4][CH2:5][Si:6]([CH3:9])([CH3:8])[CH3:7].[OH-].[Na+].[Br:12][C:13]1[CH:14]=[C:15]2[N:21]=[CH:20][NH:19][C:16]2=[N:17][CH:18]=1.C(OC(=O)C)C, predict the reaction product. The product is: [Br:12][C:13]1[CH:14]=[C:15]2[N:21]=[CH:20][N:19]([CH2:2][O:3][CH2:4][CH2:5][Si:6]([CH3:9])([CH3:8])[CH3:7])[C:16]2=[N:17][CH:18]=1. (3) Given the reactants [CH3:1][N:2]([CH3:34])[C@@H:3]1[CH2:7][CH2:6][N:5]([C:8]2[CH:13]=[CH:12][C:11]([N:14]3[CH2:23][CH2:22][C:21]4[C:16](=[CH:17][CH:18]=[C:19](OS(C(F)(F)F)(=O)=O)[CH:20]=4)[C:15]3=[O:32])=[CH:10][C:9]=2[F:33])[CH2:4]1.[NH:35]1[CH2:40][CH2:39][CH2:38][CH2:37][CH2:36]1, predict the reaction product. The product is: [CH3:34][N:2]([CH3:1])[C@@H:3]1[CH2:7][CH2:6][N:5]([C:8]2[CH:13]=[CH:12][C:11]([N:14]3[CH2:23][CH2:22][C:21]4[C:16](=[CH:17][CH:18]=[C:19]([N:35]5[CH2:40][CH2:39][CH2:38][CH2:37][CH2:36]5)[CH:20]=4)[C:15]3=[O:32])=[CH:10][C:9]=2[F:33])[CH2:4]1. (4) Given the reactants [Br:1]Br.N1C=CN=C1.C1(P(C2C=CC=CC=2)C2C=CC=CC=2)C=CC=CC=1.O[CH2:28][C:29]1[S:33][C:32]([C:34]([O:36][CH3:37])=[O:35])=[CH:31][CH:30]=1, predict the reaction product. The product is: [Br:1][CH2:28][C:29]1[S:33][C:32]([C:34]([O:36][CH3:37])=[O:35])=[CH:31][CH:30]=1. (5) The product is: [Br:2][C:3]1[CH:4]=[C:5]2[C:6]([C:9](=[O:15])[CH:10]=[CH:11][O:16]2)=[CH:7][CH:8]=1. Given the reactants Cl.[Br:2][C:3]1[CH:8]=[CH:7][C:6]([C:9](=[O:15])/[CH:10]=[CH:11]/N(C)C)=[C:5]([OH:16])[CH:4]=1, predict the reaction product. (6) Given the reactants [H-].[Li+].[Al+3].[H-].[H-].[H-].[C:7]([C:9]1[C:14]([CH3:15])=[CH:13][C:12]([CH3:16])=[C:11](C(OCC)=O)[C:10]=1[CH3:22])#[N:8].[O:23]1CCCC1, predict the reaction product. The product is: [NH2:8][CH2:7][C:9]1[C:14]([CH3:15])=[CH:13][C:12]([CH2:16][OH:23])=[CH:11][C:10]=1[CH3:22]. (7) Given the reactants Br[CH2:2][C:3]1[C:8]([CH3:9])=[CH:7][CH:6]=[CH:5][C:4]=1[N:10]1[C:14](=[O:15])[N:13]([CH3:16])[N:12]=[N:11]1.[CH3:17][C:18]1[CH:23]=[C:22]([N:24]2[C:28]([CH3:29])=[C:27]([CH3:30])[C:26]([CH3:31])=[N:25]2)[CH:21]=[CH:20][C:19]=1[OH:32].C(=O)([O-])[O-].[K+].[K+], predict the reaction product. The product is: [CH3:9][C:8]1[C:3]([CH2:2][O:32][C:19]2[CH:20]=[CH:21][C:22]([N:24]3[C:28]([CH3:29])=[C:27]([CH3:30])[C:26]([CH3:31])=[N:25]3)=[CH:23][C:18]=2[CH3:17])=[C:4]([N:10]2[C:14](=[O:15])[N:13]([CH3:16])[N:12]=[N:11]2)[CH:5]=[CH:6][CH:7]=1.